From a dataset of NCI-60 drug combinations with 297,098 pairs across 59 cell lines. Regression. Given two drug SMILES strings and cell line genomic features, predict the synergy score measuring deviation from expected non-interaction effect. (1) Drug 1: CC1=C2C(C(=O)C3(C(CC4C(C3C(C(C2(C)C)(CC1OC(=O)C(C(C5=CC=CC=C5)NC(=O)OC(C)(C)C)O)O)OC(=O)C6=CC=CC=C6)(CO4)OC(=O)C)O)C)O. Drug 2: CS(=O)(=O)CCNCC1=CC=C(O1)C2=CC3=C(C=C2)N=CN=C3NC4=CC(=C(C=C4)OCC5=CC(=CC=C5)F)Cl. Cell line: RPMI-8226. Synergy scores: CSS=8.06, Synergy_ZIP=28.6, Synergy_Bliss=30.4, Synergy_Loewe=26.0, Synergy_HSA=25.5. (2) Drug 1: C1=NC(=NC(=O)N1C2C(C(C(O2)CO)O)O)N. Drug 2: C1=CC=C(C=C1)NC(=O)CCCCCCC(=O)NO. Cell line: SN12C. Synergy scores: CSS=12.4, Synergy_ZIP=-4.30, Synergy_Bliss=2.33, Synergy_Loewe=-0.472, Synergy_HSA=1.27. (3) Drug 1: CCC(=C(C1=CC=CC=C1)C2=CC=C(C=C2)OCCN(C)C)C3=CC=CC=C3.C(C(=O)O)C(CC(=O)O)(C(=O)O)O. Drug 2: CC1CCC2CC(C(=CC=CC=CC(CC(C(=O)C(C(C(=CC(C(=O)CC(OC(=O)C3CCCCN3C(=O)C(=O)C1(O2)O)C(C)CC4CCC(C(C4)OC)O)C)C)O)OC)C)C)C)OC. Cell line: OVCAR-5. Synergy scores: CSS=19.6, Synergy_ZIP=-5.40, Synergy_Bliss=0.851, Synergy_Loewe=-9.69, Synergy_HSA=-0.0357. (4) Drug 1: CC(CN1CC(=O)NC(=O)C1)N2CC(=O)NC(=O)C2. Drug 2: C1=C(C(=O)NC(=O)N1)N(CCCl)CCCl. Cell line: SK-MEL-2. Synergy scores: CSS=29.4, Synergy_ZIP=-5.81, Synergy_Bliss=2.38, Synergy_Loewe=0.906, Synergy_HSA=2.85. (5) Drug 1: CC1=C2C(C(=O)C3(C(CC4C(C3C(C(C2(C)C)(CC1OC(=O)C(C(C5=CC=CC=C5)NC(=O)OC(C)(C)C)O)O)OC(=O)C6=CC=CC=C6)(CO4)OC(=O)C)O)C)O. Drug 2: C1=CC=C(C(=C1)C(C2=CC=C(C=C2)Cl)C(Cl)Cl)Cl. Cell line: NCI-H460. Synergy scores: CSS=32.6, Synergy_ZIP=18.1, Synergy_Bliss=17.8, Synergy_Loewe=15.5, Synergy_HSA=16.4. (6) Drug 1: CCCS(=O)(=O)NC1=C(C(=C(C=C1)F)C(=O)C2=CNC3=C2C=C(C=N3)C4=CC=C(C=C4)Cl)F. Drug 2: CNC(=O)C1=CC=CC=C1SC2=CC3=C(C=C2)C(=NN3)C=CC4=CC=CC=N4. Cell line: UACC62. Synergy scores: CSS=38.7, Synergy_ZIP=-0.818, Synergy_Bliss=-2.09, Synergy_Loewe=-10.8, Synergy_HSA=-1.42.